Dataset: Reaction yield outcomes from USPTO patents with 853,638 reactions. Task: Predict the reaction yield, written as a fraction of the theoretical maximum amount of product (1.0 means a 100% yield; for example, 0.34 means a 34% yield). (1) The product is [Cl:26][C:13]1[C:14]2[C:19](=[CH:18][C:17]([O:21][CH3:22])=[CH:16][CH:15]=2)[CH:20]=[C:11]([C:8]2[CH:9]=[CH:10][C:5]([O:4][CH:1]([CH3:3])[CH3:2])=[CH:6][CH:7]=2)[N:12]=1. No catalyst specified. The yield is 0.674. The reactants are [CH:1]([O:4][C:5]1[CH:10]=[CH:9][C:8]([C:11]2[NH:12][C:13](=O)[C:14]3[C:19]([CH:20]=2)=[CH:18][C:17]([O:21][CH3:22])=[CH:16][CH:15]=3)=[CH:7][CH:6]=1)([CH3:3])[CH3:2].O=P(Cl)(Cl)[Cl:26]. (2) The reactants are [CH:1]([N:5]1[C:13]2[C:8](=[CH:9][CH:10]=[CH:11][CH:12]=2)[C:7]([C:14]([OH:16])=O)=[C:6]1[CH3:17])([CH2:3][CH3:4])[CH3:2].C1C=C2N=NN(O)C2=CC=1.N.C(N(CC)CC)C.[NH2:36][CH2:37][C:38]1[C:39]([OH:46])=[N:40][C:41]([CH3:45])=[CH:42][C:43]=1[CH3:44]. The catalyst is ClCCl. The product is [CH:1]([N:5]1[C:13]2[C:8](=[CH:9][CH:10]=[CH:11][CH:12]=2)[C:7]([C:14]([NH:36][CH2:37][C:38]2[C:39]([OH:46])=[N:40][C:41]([CH3:45])=[CH:42][C:43]=2[CH3:44])=[O:16])=[C:6]1[CH3:17])([CH2:3][CH3:4])[CH3:2]. The yield is 0.300.